Dataset: Reaction yield outcomes from USPTO patents with 853,638 reactions. Task: Predict the reaction yield, written as a fraction of the theoretical maximum amount of product (1.0 means a 100% yield; for example, 0.34 means a 34% yield). The reactants are [N:1]1([C:8]([O:10][C:11]([CH3:14])([CH3:13])[CH3:12])=[O:9])[CH2:7][CH2:6][CH2:5][NH:4][CH2:3][CH2:2]1.C1C=CC(P(C2C(C3C(P(C4C=CC=CC=4)C4C=CC=CC=4)=CC=C4C=3C=CC=C4)=C3C(C=CC=C3)=CC=2)C2C=CC=CC=2)=CC=1.CC(C)([O-])C.[Na+].Br[C:68]1[C:69]([CH3:82])=[C:70]([CH3:81])[C:71]2[O:75][C:74]([CH3:77])([CH3:76])[C:73](=[O:78])[C:72]=2[C:79]=1[CH3:80]. The catalyst is O.C([O-])(=O)C.[Pd+2].C([O-])(=O)C.C1(C)C=CC=CC=1. The product is [CH3:76][C:74]1([CH3:77])[C:73](=[O:78])[C:72]2[C:79]([CH3:80])=[C:68]([N:4]3[CH2:5][CH2:6][CH2:7][N:1]([C:8]([O:10][C:11]([CH3:14])([CH3:13])[CH3:12])=[O:9])[CH2:2][CH2:3]3)[C:69]([CH3:82])=[C:70]([CH3:81])[C:71]=2[O:75]1. The yield is 0.140.